Dataset: Catalyst prediction with 721,799 reactions and 888 catalyst types from USPTO. Task: Predict which catalyst facilitates the given reaction. (1) Reactant: N[C:2]1[CH:3]=[CH:4][C:5]([O:8][CH3:9])=[N:6][CH:7]=1.[ClH:10].N([O-])=O.[Na+].[S:15](=[O:17])=[O:16]. Product: [CH3:9][O:8][C:5]1[N:6]=[CH:7][C:2]([S:15]([Cl:10])(=[O:17])=[O:16])=[CH:3][CH:4]=1. The catalyst class is: 15. (2) Reactant: [CH2:1]([O:3][C:4](=[O:34])[CH2:5][C@@H:6]([C:10]1[CH:15]=[CH:14][C:13]([O:16][CH2:17][C:18]2[CH:19]=[CH:20][C:21]3[N:22]([N:24]=[C:25]([C:27]4[CH:32]=[CH:31][C:30]([OH:33])=[CH:29][CH:28]=4)[N:26]=3)[CH:23]=2)=[CH:12][CH:11]=1)[C:7]#[C:8][CH3:9])[CH3:2].C([O-])([C:37](Cl)([F:39])[F:38])=O.[Na+].C(=O)([O-])[O-].[Cs+].[Cs+]. Product: [CH2:1]([O:3][C:4](=[O:34])[CH2:5][C@@H:6]([C:10]1[CH:15]=[CH:14][C:13]([O:16][CH2:17][C:18]2[CH:19]=[CH:20][C:21]3[N:22]([N:24]=[C:25]([C:27]4[CH:28]=[CH:29][C:30]([O:33][CH:37]([F:39])[F:38])=[CH:31][CH:32]=4)[N:26]=3)[CH:23]=2)=[CH:12][CH:11]=1)[C:7]#[C:8][CH3:9])[CH3:2]. The catalyst class is: 3. (3) Reactant: [NH2:1][C:2]1[CH:3]=[CH:4][C:5]([CH3:14])=[C:6]([C:8]#[C:9]C(C)(O)C)[CH:7]=1.[OH-].[Na+]. Product: [C:8]([C:6]1[CH:7]=[C:2]([NH2:1])[CH:3]=[CH:4][C:5]=1[CH3:14])#[CH:9]. The catalyst class is: 11. (4) Reactant: [CH3:1][O:2][CH:3]([O:7][CH3:8])[C:4](=[O:6])[CH3:5].[C:9](OCC)(=[O:15])[C:10]([O:12][CH2:13][CH3:14])=[O:11].[O-]CC.[Na+]. Product: [CH3:1][O:2][CH:3]([O:7][CH3:8])[C:4](=[O:6])[CH2:5][C:9](=[O:15])[C:10]([O:12][CH2:13][CH3:14])=[O:11]. The catalyst class is: 8. (5) Reactant: [F:1][C:2]([F:29])([F:28])[C:3]1[CH:4]=[C:5]([C:13]([CH3:27])([CH3:26])[C:14]([N:16]([C:18]2[CH:19]=[N:20][C:21]([Cl:25])=[CH:22][C:23]=2I)[CH3:17])=[O:15])[CH:6]=[C:7]([C:9]([F:12])([F:11])[F:10])[CH:8]=1.[CH3:30][C:31]1[CH:36]=[CH:35][N:34]=[CH:33][C:32]=1B(O)O.C(=O)([O-])[O-].[Na+].[Na+]. Product: [F:1][C:2]([F:29])([F:28])[C:3]1[CH:4]=[C:5]([C:13]([CH3:27])([CH3:26])[C:14]([N:16]([C:18]2[CH:19]=[N:20][C:21]([Cl:25])=[CH:22][C:23]=2[C:32]2[CH:33]=[N:34][CH:35]=[CH:36][C:31]=2[CH3:30])[CH3:17])=[O:15])[CH:6]=[C:7]([C:9]([F:12])([F:11])[F:10])[CH:8]=1. The catalyst class is: 77. (6) Reactant: [CH3:1][C@@H:2]([CH2:23][CH3:24])[C@H:3]([NH:11][CH2:12][CH2:13][NH:14][CH2:15][C:16]1[CH:21]=[CH:20][CH:19]=[C:18]([CH3:22])[N:17]=1)[C:4]([O:6][C:7]([CH3:10])([CH3:9])[CH3:8])=[O:5].[N+](C1C=C[C:31]([O:34]C(=O)OC2C=CC([N+]([O-])=O)=CC=2)=CC=1)([O-])=O. Product: [CH3:1][C@@H:2]([CH2:23][CH3:24])[C@H:3]([N:11]1[CH2:12][CH2:13][N:14]([CH2:15][C:16]2[CH:21]=[CH:20][CH:19]=[C:18]([CH3:22])[N:17]=2)[C:31]1=[O:34])[C:4]([O:6][C:7]([CH3:10])([CH3:8])[CH3:9])=[O:5]. The catalyst class is: 9.